Dataset: Full USPTO retrosynthesis dataset with 1.9M reactions from patents (1976-2016). Task: Predict the reactants needed to synthesize the given product. (1) Given the product [CH2:1]([N:8]1[CH2:13][CH2:12][CH:11]([NH:19][C:18]2[CH:20]=[CH:21][C:22]([Cl:23])=[C:16]([Cl:15])[CH:17]=2)[CH2:10][CH2:9]1)[C:2]1[CH:7]=[CH:6][CH:5]=[CH:4][CH:3]=1, predict the reactants needed to synthesize it. The reactants are: [CH2:1]([N:8]1[CH2:13][CH2:12][C:11](=O)[CH2:10][CH2:9]1)[C:2]1[CH:7]=[CH:6][CH:5]=[CH:4][CH:3]=1.[Cl:15][C:16]1[CH:17]=[C:18]([CH:20]=[CH:21][C:22]=1[Cl:23])[NH2:19]. (2) Given the product [CH3:1][O:2][CH2:3][C@H:4]([CH3:38])[O:5][C:6]1[CH:7]=[C:8]([C:23]2[NH:27][C:26]([C:28]([OH:30])=[O:29])=[CH:25][CH:24]=2)[CH:9]=[C:10]([O:12][C:13]2[CH:14]=[N:15][C:16]([S:19]([CH3:22])(=[O:21])=[O:20])=[CH:17][CH:18]=2)[CH:11]=1, predict the reactants needed to synthesize it. The reactants are: [CH3:1][O:2][CH2:3][C@H:4]([CH3:38])[O:5][C:6]1[CH:7]=[C:8]([C:23]2[NH:27][C:26]([C:28]([O:30]CC3C=CC=CC=3)=[O:29])=[CH:25][CH:24]=2)[CH:9]=[C:10]([O:12][C:13]2[CH:14]=[N:15][C:16]([S:19]([CH3:22])(=[O:21])=[O:20])=[CH:17][CH:18]=2)[CH:11]=1. (3) Given the product [CH3:30][CH2:29][O:28][C:23]1[CH:22]=[C:21]2[N:20]=[CH:19][C:18]([C:31]#[N:32])=[C:17]([NH:16][C:11]3[CH:12]=[CH:13][C:14]([F:15])=[C:9]([Cl:8])[CH:10]=3)[C:26]2=[CH:25][C:24]=1[NH:27][C:6](/[CH:5]=[CH:4]/[CH2:3][N:2]([CH3:1])[CH3:34])=[O:7], predict the reactants needed to synthesize it. The reactants are: [CH3:1][N:2]1[C:6](=[O:7])[CH2:5][CH2:4][CH2:3]1.[Cl:8][C:9]1[CH:10]=[C:11]([NH:16][C:17]2[C:26]3[C:21](=[CH:22][C:23]([O:28][CH2:29][CH3:30])=[C:24]([NH2:27])[CH:25]=3)[N:20]=[CH:19][C:18]=2[C:31]#[N:32])[CH:12]=[CH:13][C:14]=1[F:15].O.[C:34](=O)(O)[O-].[Na+]. (4) Given the product [CH3:58][C:56]([O:59][CH:60]1[CH2:61][CH2:62][N:63]([C:4]([C:3]2[CH:7]=[C:8]([CH2:11][C:12]3[C:21]4[C:16](=[CH:17][CH:18]=[CH:19][CH:20]=4)[C:15](=[O:22])[NH:14][N:13]=3)[CH:9]=[CH:10][CH:2]=2)=[O:6])[CH2:64][CH2:65]1)([CH3:55])[CH3:57], predict the reactants needed to synthesize it. The reactants are: F[C:2]1[CH:10]=[CH:9][C:8]([CH2:11][C:12]2[C:21]3[C:16](=[CH:17][CH:18]=[CH:19][CH:20]=3)[C:15](=[O:22])[NH:14][N:13]=2)=[CH:7][C:3]=1[C:4]([OH:6])=O.C(N(CC)CC)C.F[P-](F)(F)(F)(F)F.N1(OC(N(C)C)=[N+](C)C)C2C=CC=CC=2N=N1.Cl.[CH3:55][C:56]([O:59][CH:60]1[CH2:65][CH2:64][NH:63][CH2:62][CH2:61]1)([CH3:58])[CH3:57]. (5) Given the product [F:4][C:5]1[C:13]([NH2:14])=[CH:12][CH:11]=[C:10]2[C:6]=1[CH:7]=[CH:8][N:9]2[CH2:25][C:26]1[CH:31]=[CH:30][CH:29]=[CH:28][N:27]=1, predict the reactants needed to synthesize it. The reactants are: O.NN.[F:4][C:5]1[C:13]([N:14]2C(=O)C3C(=CC=CC=3)C2=O)=[CH:12][CH:11]=[C:10]2[C:6]=1[CH:7]=[CH:8][N:9]2[CH2:25][C:26]1[CH:31]=[CH:30][CH:29]=[CH:28][N:27]=1. (6) Given the product [CH2:1]([N:8]([CH2:9][CH2:10][C:11]1[CH:16]=[CH:15][C:14]([O:17][CH3:18])=[C:13]([O:19][CH3:20])[CH:12]=1)[CH2:21][CH3:22])[C:2]1[CH:7]=[CH:6][CH:5]=[CH:4][CH:3]=1, predict the reactants needed to synthesize it. The reactants are: [CH2:1]([NH:8][CH2:9][CH2:10][C:11]1[CH:16]=[CH:15][C:14]([O:17][CH3:18])=[C:13]([O:19][CH3:20])[CH:12]=1)[C:2]1[CH:7]=[CH:6][CH:5]=[CH:4][CH:3]=1.[CH:21](=O)[CH3:22]. (7) Given the product [ClH:14].[ClH:14].[C:4]1([CH:7]([N:15]2[CH2:20][CH2:19][N:18]([CH2:21][CH2:22][O:23][CH2:24][C:25]([OH:27])=[O:26])[CH2:17][CH2:16]2)[C:8]2[CH:9]=[CH:10][C:11]([Cl:14])=[CH:12][CH:13]=2)[CH:3]=[CH:2][CH:1]=[CH:6][CH:5]=1, predict the reactants needed to synthesize it. The reactants are: [CH:1]1[CH:2]=[CH:3][C:4]([CH:7]([N:15]2[CH2:20][CH2:19][N:18]([CH2:21][CH2:22][O:23][CH2:24][C:25]([OH:27])=[O:26])[CH2:17][CH2:16]2)[C:8]2[CH:9]=[CH:10][C:11]([Cl:14])=[CH:12][CH:13]=2)=[CH:5][CH:6]=1.[Na]. (8) Given the product [Br:1][C:2]1[CH:7]=[CH:6][CH:5]=[CH:4][C:3]=1[CH2:8][CH2:9][O:10][CH:12]1[CH2:13][CH2:14][CH2:15][CH2:16][O:11]1, predict the reactants needed to synthesize it. The reactants are: [Br:1][C:2]1[CH:7]=[CH:6][CH:5]=[CH:4][C:3]=1[CH2:8][CH2:9][OH:10].[O:11]1[CH:16]=[CH:15][CH2:14][CH2:13][CH2:12]1.CC1C=CC(S([O-])(=O)=O)=CC=1.C1C=C[NH+]=CC=1.